From a dataset of Forward reaction prediction with 1.9M reactions from USPTO patents (1976-2016). Predict the product of the given reaction. (1) Given the reactants [F:1][C:2]1[CH:11]=[C:10]([NH:12][S:13]([C:16]2[CH:21]=[CH:20][C:19]([N:22]3[CH:26]=[CH:25][N:24]=[N:23]3)=[CH:18][N:17]=2)(=[O:15])=[O:14])[CH:9]=[C:8]([F:27])[C:3]=1[C:4]([O:6]C)=[O:5].[OH-].[Na+].Cl, predict the reaction product. The product is: [F:27][C:8]1[CH:9]=[C:10]([NH:12][S:13]([C:16]2[CH:21]=[CH:20][C:19]([N:22]3[CH:26]=[CH:25][N:24]=[N:23]3)=[CH:18][N:17]=2)(=[O:15])=[O:14])[CH:11]=[C:2]([F:1])[C:3]=1[C:4]([OH:6])=[O:5]. (2) Given the reactants [CH3:1][O:2][C:3]1[CH:12]=[C:11]2[C:6]([CH2:7][CH2:8][CH:9]([NH:13][CH2:14][CH2:15][CH3:16])[CH2:10]2)=[CH:5][CH:4]=1.[C:17]([O:21][C:22]([N:24]1[CH2:30][CH2:29][C:28](=[O:31])[N:27]([CH2:32][CH2:33][CH2:34][CH:35]=O)[CH2:26][CH2:25]1)=[O:23])([CH3:20])([CH3:19])[CH3:18].C(O[BH-](OC(=O)C)OC(=O)C)(=O)C.[Na+], predict the reaction product. The product is: [C:17]([O:21][C:22]([N:24]1[CH2:30][CH2:29][C:28](=[O:31])[N:27]([CH2:32][CH2:33][CH2:34][CH2:35][N:13]([CH:9]2[CH2:8][CH2:7][C:6]3[C:11](=[CH:12][C:3]([O:2][CH3:1])=[CH:4][CH:5]=3)[CH2:10]2)[CH2:14][CH2:15][CH3:16])[CH2:26][CH2:25]1)=[O:23])([CH3:18])([CH3:19])[CH3:20]. (3) Given the reactants Cl[C:2]1[N:7]=[N:6][C:5]([O:8][C@@H:9]2[CH:14]3[CH2:15][CH2:16][N:11]([CH2:12][CH2:13]3)[CH2:10]2)=[CH:4][CH:3]=1.[NH:17]1[C:25]2[C:20](=[CH:21][C:22](B(O)O)=[CH:23][CH:24]=2)[CH:19]=[CH:18]1.N, predict the reaction product. The product is: [N:11]12[CH2:16][CH2:15][CH:14]([CH2:13][CH2:12]1)[C@@H:9]([O:8][C:5]1[N:6]=[N:7][C:2]([C:22]3[CH:21]=[C:20]4[C:25](=[CH:24][CH:23]=3)[NH:17][CH:18]=[CH:19]4)=[CH:3][CH:4]=1)[CH2:10]2. (4) Given the reactants [Cl:1][C:2]1[CH:7]=[CH:6][C:5]([C:8]2[N:12](/[CH:13]=[CH:14]/[C:15]([F:18])([F:17])[F:16])[C:11](=[O:19])[N:10]([CH2:20][C:21]([OH:23])=O)[N:9]=2)=[CH:4][CH:3]=1.Cl.[NH2:25][CH:26]([C:36]1[CH:41]=[CH:40][CH:39]=[CH:38][C:37]=1[C:42]([F:45])([F:44])[F:43])[C:27]([NH:29][C:30]([CH3:35])([C:32]([NH2:34])=[O:33])[CH3:31])=[O:28], predict the reaction product. The product is: [Cl:1][C:2]1[CH:3]=[CH:4][C:5]([C:8]2[N:12](/[CH:13]=[CH:14]/[C:15]([F:16])([F:17])[F:18])[C:11](=[O:19])[N:10]([CH2:20][C:21]([NH:25][CH:26]([C:36]3[CH:41]=[CH:40][CH:39]=[CH:38][C:37]=3[C:42]([F:43])([F:44])[F:45])[C:27]([NH:29][C:30]([CH3:35])([C:32]([NH2:34])=[O:33])[CH3:31])=[O:28])=[O:23])[N:9]=2)=[CH:6][CH:7]=1.